This data is from Full USPTO retrosynthesis dataset with 1.9M reactions from patents (1976-2016). The task is: Predict the reactants needed to synthesize the given product. (1) Given the product [CH3:1][C:2]1[C:3]2[N:4]([N:9]=[C:10]([C:16]([O:18][CH3:19])=[O:17])[CH:11]=2)[C:5]([CH3:8])=[CH:6][N:7]=1, predict the reactants needed to synthesize it. The reactants are: [CH3:1][C:2]1[C:3]2[N:4]([N:9]=[C:10]([C:16]([O:18][CH3:19])=[O:17])[C:11]=2C(OC)=O)[C:5]([CH3:8])=[CH:6][N:7]=1.CO. (2) The reactants are: [N+:1]([C:4]1[CH:9]=[C:8]([CH2:10][Cl:11])[CH:7]=[CH:6][C:5]=1[S:12][C:13]1[C:14](=[CH:19][CH:20]=[CH:21][CH:22]=1)[C:15]([O:17][CH3:18])=[O:16])([O-])=O. Given the product [NH2:1][C:4]1[CH:9]=[C:8]([CH2:10][Cl:11])[CH:7]=[CH:6][C:5]=1[S:12][C:13]1[C:14](=[CH:19][CH:20]=[CH:21][CH:22]=1)[C:15]([O:17][CH3:18])=[O:16], predict the reactants needed to synthesize it. (3) Given the product [Cl:14][C:11]1[CH:12]=[CH:13][C:4]([CH2:3][O:22][C:19]2[CH:20]=[CH:21][C:16]([Cl:15])=[CH:17][CH:18]=2)=[C:5]([CH:10]=1)[C:6]([O:8][CH3:9])=[O:7], predict the reactants needed to synthesize it. The reactants are: BrC[CH2:3][C:4]1[CH:13]=[CH:12][C:11]([Cl:14])=[CH:10][C:5]=1[C:6]([O:8][CH3:9])=[O:7].[Cl:15][C:16]1[CH:21]=[CH:20][C:19]([OH:22])=[CH:18][CH:17]=1. (4) Given the product [CH3:36][O:37][CH2:38][CH2:39][O:31][C:30](=[O:32])[C:29]1[CH:33]=[CH:34][C:26]([C:25]([NH:24][C:20]2[CH:21]=[CH:22][CH:23]=[C:18]([C:7]3[C:6]4[C:11](=[CH:12][C:13]([O:14][CH3:15])=[C:4]([O:3][CH3:2])[CH:5]=4)[N:10]=[C:9]([NH:16][CH3:17])[N:8]=3)[CH:19]=2)=[O:35])=[CH:27][CH:28]=1, predict the reactants needed to synthesize it. The reactants are: Cl.[CH3:2][O:3][C:4]1[CH:5]=[C:6]2[C:11](=[CH:12][C:13]=1[O:14][CH3:15])[N:10]=[C:9]([NH:16][CH3:17])[N:8]=[C:7]2[C:18]1[CH:19]=[C:20]([NH:24][C:25](=[O:35])[C:26]2[CH:34]=[CH:33][C:29]([C:30]([OH:32])=[O:31])=[CH:28][CH:27]=2)[CH:21]=[CH:22][CH:23]=1.[CH3:36][O:37][CH2:38][CH2:39]O.O.ON1C2C=CC=CC=2N=N1.CCN=C=NCCCN(C)C.Cl. (5) Given the product [Cl:17][C:18]1[CH:23]=[C:22]([C:8](=[O:10])[CH2:7][CH2:6][C:5]2[N:4]=[N:3][NH:2][N:1]=2)[CH:21]=[CH:20][C:19]=1[Cl:24], predict the reactants needed to synthesize it. The reactants are: [N:1]1[NH:2][N:3]=[N:4][C:5]=1[CH2:6][CH2:7][C:8]([OH:10])=O.C(Cl)(=O)C(Cl)=O.[Cl:17][C:18]1[CH:23]=[CH:22][CH:21]=[CH:20][C:19]=1[Cl:24].[Al+3].[Cl-].[Cl-].[Cl-]. (6) The reactants are: C([O:5][C:6](=[O:25])[C:7]1[CH:12]=[CH:11][CH:10]=[C:9]([O:13][C:14]([CH3:24])([C:16](=[O:23])[NH:17][C:18]2[S:19][CH:20]=[CH:21][N:22]=2)[CH3:15])[CH:8]=1)(C)(C)C.C(O)(C(F)(F)F)=O. Given the product [CH3:24][C:14]([C:16](=[O:23])[NH:17][C:18]1[S:19][CH:20]=[CH:21][N:22]=1)([O:13][C:9]1[CH:8]=[C:7]([CH:12]=[CH:11][CH:10]=1)[C:6]([OH:25])=[O:5])[CH3:15], predict the reactants needed to synthesize it.